This data is from Forward reaction prediction with 1.9M reactions from USPTO patents (1976-2016). The task is: Predict the product of the given reaction. Given the reactants [O:1]1CCO[CH:2]1[CH2:6][CH2:7][C:8]1[CH:16]=[CH:15][C:11]([C:12]([NH2:14])=[O:13])=[CH:10][CH:9]=1.Cl, predict the reaction product. The product is: [CH:2]([CH2:6][CH2:7][C:8]1[CH:16]=[CH:15][C:11]([C:12]([NH2:14])=[O:13])=[CH:10][CH:9]=1)=[O:1].